The task is: Predict the reactants needed to synthesize the given product.. This data is from Full USPTO retrosynthesis dataset with 1.9M reactions from patents (1976-2016). (1) The reactants are: ClC1C=C(C=CC=1Cl)O[CH:6]1[CH2:11][CH2:10][N:9]([S:12]([C:15]2[C:16]([CH3:22])=[N:17][N:18]([CH3:21])[C:19]=2[CH3:20])(=[O:14])=[O:13])[CH2:8][CH2:7]1.CN1C(C)=C(S(Cl)(=O)=O)C(C)=N1.Cl.[Cl:40][C:41]1[CH:53]=[CH:52][C:44]([CH2:45]C2CCNCC2)=[CH:43][C:42]=1[F:54]. Given the product [Cl:40][C:41]1[CH:53]=[CH:52][C:44]([CH2:45][CH:6]2[CH2:7][CH2:8][N:9]([S:12]([C:15]3[C:16]([CH3:22])=[N:17][N:18]([CH3:21])[C:19]=3[CH3:20])(=[O:13])=[O:14])[CH2:10][CH2:11]2)=[CH:43][C:42]=1[F:54], predict the reactants needed to synthesize it. (2) The reactants are: C1(P(C2C=CC=CC=2)C2C=CC=CC=2)C=CC=CC=1.[C:20]1(=[O:30])[NH:24][C:23](=[O:25])[C:22]2=[CH:26][CH:27]=[CH:28][CH:29]=[C:21]12.N([C:33]([O:35][CH2:36][CH3:37])=O)=N[C:33]([O:35][CH2:36][CH3:37])=O.C1O[C@H]1CO. Given the product [O:35]1[CH2:33][C@@H:36]1[CH2:37][N:24]1[C:20](=[O:30])[C:21]2=[CH:29][CH:28]=[CH:27][CH:26]=[C:22]2[C:23]1=[O:25], predict the reactants needed to synthesize it. (3) Given the product [C:24]([O:23][C:21](=[O:22])[NH:28][CH2:29][C:30]#[C:31][C:13]1[CH:12]=[N:11][C:7]2[NH:8][CH2:9][CH2:10][N:5]([CH2:4][C:3]3[CH:16]=[C:17]([Cl:20])[CH:18]=[CH:19][C:2]=3[Cl:1])[C:6]=2[CH:14]=1)([CH3:27])([CH3:26])[CH3:25], predict the reactants needed to synthesize it. The reactants are: [Cl:1][C:2]1[CH:19]=[CH:18][C:17]([Cl:20])=[CH:16][C:3]=1[CH2:4][N:5]1[CH2:10][CH2:9][NH:8][C:7]2[N:11]=[CH:12][C:13](I)=[CH:14][C:6]1=2.[C:21]([NH:28][CH2:29][C:30]#[CH:31])([O:23][C:24]([CH3:27])([CH3:26])[CH3:25])=[O:22]. (4) Given the product [CH3:1][CH:2]([CH3:19])[CH2:3][CH:4]([C:6]1[CH:18]=[CH:17][C:9]([C:10]([O:12][C:13]([CH3:16])([CH3:15])[CH3:14])=[O:11])=[CH:8][CH:7]=1)[NH:35][C:22]1[C:21]([CH3:20])=[CH:30][C:29]2[C:24](=[CH:25][CH:26]=[CH:27][CH:28]=2)[N:23]=1, predict the reactants needed to synthesize it. The reactants are: [CH3:1][CH:2]([CH3:19])[CH2:3][C:4]([C:6]1[CH:18]=[CH:17][C:9]([C:10]([O:12][C:13]([CH3:16])([CH3:15])[CH3:14])=[O:11])=[CH:8][CH:7]=1)=O.[CH3:20][C:21]1[CH:22]=[N+:23]([O-])[C:24]2[C:29]([CH:30]=1)=[CH:28][CH:27]=[CH:26][CH:25]=2.C([N:35](C(C)C)CC)(C)C.F[P-](F)(F)(F)(F)F.Br[P+](N1CCCC1)(N1CCCC1)N1CCCC1. (5) Given the product [C:1]([C:5]1[N:9]([CH2:10][CH:11]2[CH2:16][CH2:15][O:14][CH2:13][CH2:12]2)[C:8]2[CH:17]=[CH:18][C:19]([S:21]([N:28]3[CH2:29][C:26]([F:30])([F:25])[CH2:27]3)(=[O:23])=[O:22])=[CH:20][C:7]=2[N:6]=1)([CH3:4])([CH3:3])[CH3:2], predict the reactants needed to synthesize it. The reactants are: [C:1]([C:5]1[N:9]([CH2:10][CH:11]2[CH2:16][CH2:15][O:14][CH2:13][CH2:12]2)[C:8]2[CH:17]=[CH:18][C:19]([S:21](Cl)(=[O:23])=[O:22])=[CH:20][C:7]=2[N:6]=1)([CH3:4])([CH3:3])[CH3:2].[F:25][C:26]1([F:30])[CH2:29][NH:28][CH2:27]1. (6) Given the product [CH2:1]([O:3][C:4]([C:6]1[N:10]([CH2:11][C:12]2[CH:17]=[CH:16][C:15]([C:18]3[CH:23]=[CH:22][CH:21]=[CH:20][C:19]=3[C:24]3[N:28]([C:29]([C:30]4[CH:35]=[CH:34][CH:33]=[CH:32][CH:31]=4)([C:36]4[CH:41]=[CH:40][CH:39]=[CH:38][CH:37]=4)[C:42]4[CH:43]=[CH:44][CH:45]=[CH:46][CH:47]=4)[N:27]=[N:26][N:25]=3)=[CH:14][CH:13]=2)[C:9]([CH2:48][CH2:49][CH3:50])=[N:8][C:7]=1[CH:51]([S:53][CH2:54][C:55]1[CH:56]=[CH:57][C:58]([O:61][C:62]2[CH:67]=[CH:66][C:65]([NH2:68])=[C:64]([N:71]([C:73]([O:75][C:76]([CH3:79])([CH3:77])[CH3:78])=[O:74])[CH3:72])[CH:63]=2)=[N:59][CH:60]=1)[CH3:52])=[O:5])[CH3:2], predict the reactants needed to synthesize it. The reactants are: [CH2:1]([O:3][C:4]([C:6]1[N:10]([CH2:11][C:12]2[CH:17]=[CH:16][C:15]([C:18]3[CH:23]=[CH:22][CH:21]=[CH:20][C:19]=3[C:24]3[N:28]([C:29]([C:42]4[CH:47]=[CH:46][CH:45]=[CH:44][CH:43]=4)([C:36]4[CH:41]=[CH:40][CH:39]=[CH:38][CH:37]=4)[C:30]4[CH:35]=[CH:34][CH:33]=[CH:32][CH:31]=4)[N:27]=[N:26][N:25]=3)=[CH:14][CH:13]=2)[C:9]([CH2:48][CH2:49][CH3:50])=[N:8][C:7]=1[CH:51]([S:53][CH2:54][C:55]1[CH:56]=[CH:57][C:58]([O:61][C:62]2[CH:67]=[CH:66][C:65]([N+:68]([O-])=O)=[C:64]([N:71]([C:73]([O:75][C:76]([CH3:79])([CH3:78])[CH3:77])=[O:74])[CH3:72])[CH:63]=2)=[N:59][CH:60]=1)[CH3:52])=[O:5])[CH3:2].[H][H]. (7) Given the product [Br:1][C:2]1[C:3]([N:10]2[CH2:18][CH2:17][CH:13]([C:14]([NH2:16])=[O:15])[CH2:12][CH2:11]2)=[N:4][C:5]([Cl:8])=[N:6][CH:7]=1, predict the reactants needed to synthesize it. The reactants are: [Br:1][C:2]1[C:3](Cl)=[N:4][C:5]([Cl:8])=[N:6][CH:7]=1.[NH:10]1[CH2:18][CH2:17][CH:13]([C:14]([NH2:16])=[O:15])[CH2:12][CH2:11]1.C(N(CC)CC)C.C(=O)([O-])O.[Na+].